From a dataset of CYP1A2 inhibition data for predicting drug metabolism from PubChem BioAssay. Regression/Classification. Given a drug SMILES string, predict its absorption, distribution, metabolism, or excretion properties. Task type varies by dataset: regression for continuous measurements (e.g., permeability, clearance, half-life) or binary classification for categorical outcomes (e.g., BBB penetration, CYP inhibition). Dataset: cyp1a2_veith. (1) The compound is N[C@@H](CNO)C(=O)O. The result is 0 (non-inhibitor). (2) The compound is CC(C)(C)c1ccc(C(=O)N2CCC(C(=O)NCCC3=CCCCC3)CC2)cc1. The result is 0 (non-inhibitor). (3) The molecule is CC(=O)N1CCc2cc(Br)cc(S(=O)(=O)N3CCN(C(=O)c4ccco4)CC3)c21. The result is 0 (non-inhibitor). (4) The drug is N#Cc1c(N)nc2c(c1-c1cccc(O)c1)CCCCCC2. The result is 1 (inhibitor). (5) The drug is O=C(Nc1ccc2c(c1)OCCO2)C1CCN(C(=O)c2ccccc2)CC1. The result is 0 (non-inhibitor). (6) The compound is CN1CCCN(C)C1c1cc([N+](=O)[O-])ccc1O. The result is 0 (non-inhibitor). (7) The compound is CCC[C@H]1C[C@H](C(=O)N[C@@H]([C@H](C)O)[C@@H]2O[C@H](SC)[C@@H](O)[C@H](O)[C@@H]2O)N(C)C1. The result is 0 (non-inhibitor). (8) The drug is CN(C)c1ncc2nc(-c3ccc(F)cc3)c(=O)n(Cc3cccs3)c2n1. The result is 1 (inhibitor). (9) The result is 0 (non-inhibitor). The compound is O=C(O)c1cc(Cl)cc(Cc2cc(Cl)cc(C(=O)O)c2O)c1O. (10) The drug is CCn1ccc(C(=O)NC2C(=O)N3C(C(=O)O)=C(C)CSC23)n1. The result is 0 (non-inhibitor).